This data is from Full USPTO retrosynthesis dataset with 1.9M reactions from patents (1976-2016). The task is: Predict the reactants needed to synthesize the given product. (1) Given the product [CH3:14][O:13][C:9]1[CH:8]=[C:5]([CH3:6])[CH:4]=[C:3]([O:2][CH3:1])[C:10]=1[O:11][CH3:12], predict the reactants needed to synthesize it. The reactants are: [CH3:1][O:2][C:3]1[CH:4]=[C:5]([CH:8]=[C:9]([O:13][CH3:14])[C:10]=1[O:11][CH3:12])[CH:6]=O. (2) Given the product [NH2:1][N:2]1[C:6]([C:7]([OH:9])=[O:8])=[CH:5][N:4]=[C:3]1[C:11]1[CH:16]=[CH:15][C:14]([CH3:17])=[CH:13][CH:12]=1, predict the reactants needed to synthesize it. The reactants are: [NH2:1][N:2]1[C:6]([C:7]([O:9]C)=[O:8])=[CH:5][N:4]=[C:3]1[C:11]1[CH:16]=[CH:15][C:14]([CH3:17])=[CH:13][CH:12]=1.CO.[OH-].[Li+].